From a dataset of Full USPTO retrosynthesis dataset with 1.9M reactions from patents (1976-2016). Predict the reactants needed to synthesize the given product. Given the product [CH3:1][Si:2]([CH3:49])([CH3:48])[CH2:3][CH2:4][O:5][CH2:6][N:7]([CH2:40][O:41][CH2:42][CH2:43][Si:44]([CH3:47])([CH3:46])[CH3:45])[C:8]1[N:13]2[N:14]=[CH:15][C:16]([C:17]3[CH:18]=[N:19][C:20]([C:23]4[CH:28]=[CH:27][CH:26]=[CH:25][CH:24]=4)=[CH:21][CH:22]=3)=[C:12]2[N:11]=[C:10]([C:29]2[CH:38]=[CH:37][C:32]([C:33]([O:35][CH3:36])=[O:34])=[CH:31][CH:30]=2)[C:9]=1[C:50]#[N:51], predict the reactants needed to synthesize it. The reactants are: [CH3:1][Si:2]([CH3:49])([CH3:48])[CH2:3][CH2:4][O:5][CH2:6][N:7]([CH2:40][O:41][CH2:42][CH2:43][Si:44]([CH3:47])([CH3:46])[CH3:45])[C:8]1[N:13]2[N:14]=[CH:15][C:16]([C:17]3[CH:18]=[N:19][C:20]([C:23]4[CH:28]=[CH:27][CH:26]=[CH:25][CH:24]=4)=[CH:21][CH:22]=3)=[C:12]2[N:11]=[C:10]([C:29]2[CH:38]=[CH:37][C:32]([C:33]([O:35][CH3:36])=[O:34])=[CH:31][CH:30]=2)[C:9]=1Br.[C:50]([Sn](CCCC)(CCCC)CCCC)#[N:51].